This data is from Catalyst prediction with 721,799 reactions and 888 catalyst types from USPTO. The task is: Predict which catalyst facilitates the given reaction. Reactant: [CH3:1][C:2]1([CH3:19])[C:6]([CH3:8])([CH3:7])[O:5][B:4]([C:9]2[CH:14]=[CH:13][C:12](CC(O)=O)=[CH:11][CH:10]=2)[O:3]1.[CH3:20][CH:21]([CH3:24])[CH2:22][OH:23]. Product: [CH3:7][C:6]1([CH3:8])[C:2]([CH3:19])([CH3:1])[O:3][B:4]([C:9]2[CH:10]=[CH:11][C:12]([CH2:7][CH2:6][C:2]([O:23][CH2:22][CH:21]([CH3:24])[CH3:20])=[O:3])=[CH:13][CH:14]=2)[O:5]1. The catalyst class is: 8.